Dataset: Experimentally validated miRNA-target interactions with 360,000+ pairs, plus equal number of negative samples. Task: Binary Classification. Given a miRNA mature sequence and a target amino acid sequence, predict their likelihood of interaction. (1) The miRNA is mmu-miR-99b-5p with sequence CACCCGUAGAACCGACCUUGCG. The protein sequence of the target gene is MRGSQEVLLMWLLVLAVGGTEHAYRPGRRVCAVRAHGDPVSESFVQRVYQPFLTTCDGHRACSTYRTIYRTAYRRSPGLAPARPRYACCPGWKRTSGLPGACGAAICQPPCRNGGSCVQPGRCRCPAGWRGDTCQSDVDECSARRGGCPQRCVNTAGSYWCQCWEGHSLSADGTLCVPKGGPPRVAPNPTGVDSAMKEEVQRLQSRVDLLEEKLQLVLAPLHSLASQALEHGLPDPGSLLVHSFQQLGRIDSLSEQISFLEEQLGSCSCKKDS. Result: 0 (no interaction). (2) The miRNA is hsa-miR-494-5p with sequence AGGUUGUCCGUGUUGUCUUCUCU. The protein sequence of the target gene is MKILFCDVLLLSLLSSVFSSCPRDCLTCQEKLHPAPDSFNLKTCILQCEEKVFPRPLWTVCTKVMASGSGQLSPADPELVSAALYQPKASEMQHLKRMPRVRSLVQVRDAEPGADAEPGADAEPGADDAEEVEQKQLQKRFGGFTGARKSARKLANQKRFSEFMRQYLVLSMQSSQRRRTLHQNGNV. Result: 0 (no interaction).